From a dataset of Full USPTO retrosynthesis dataset with 1.9M reactions from patents (1976-2016). Predict the reactants needed to synthesize the given product. (1) Given the product [F:1][C:2]1[C:7]([O:8][CH3:9])=[CH:6][C:5]([O:10][CH3:11])=[C:4]([F:12])[C:3]=1[C:13]1[N:18]=[C:17]2[NH:19][N:20]=[C:21]([C:33]3[CH:32]=[N:31][C:30]([N:27]4[CH2:26][CH2:25][N:24]([CH3:23])[CH2:29][CH2:28]4)=[CH:35][CH:34]=3)[C:16]2=[CH:15][N:14]=1, predict the reactants needed to synthesize it. The reactants are: [F:1][C:2]1[C:7]([O:8][CH3:9])=[CH:6][C:5]([O:10][CH3:11])=[C:4]([F:12])[C:3]=1[C:13]1[N:18]=[C:17]2[NH:19][N:20]=[C:21](I)[C:16]2=[CH:15][N:14]=1.[CH3:23][N:24]1[CH2:29][CH2:28][N:27]([C:30]2[CH:35]=[CH:34][C:33](B3OC(C)(C)C(C)(C)O3)=[CH:32][N:31]=2)[CH2:26][CH2:25]1. (2) The reactants are: [NH2:1][CH2:2][CH2:3][N:4]1[CH:8]=[C:7]([NH:9][C:10]([C:12]2[CH:13]=[N:14][N:15]3[CH:20]=[CH:19][CH:18]=[N:17][C:16]=23)=[O:11])[C:6]([C:21]2[CH:26]=[C:25]([Cl:27])[CH:24]=[CH:23][C:22]=2[O:28][CH3:29])=[N:5]1.C(N(CC)C(C)C)(C)C.[CH:39]1([C:42](Cl)=[O:43])[CH2:41][CH2:40]1. Given the product [Cl:27][C:25]1[CH:24]=[CH:23][C:22]([O:28][CH3:29])=[C:21]([C:6]2[C:7]([NH:9][C:10]([C:12]3[CH:13]=[N:14][N:15]4[CH:20]=[CH:19][CH:18]=[N:17][C:16]=34)=[O:11])=[CH:8][N:4]([CH2:3][CH2:2][NH:1][C:42]([CH:39]3[CH2:41][CH2:40]3)=[O:43])[N:5]=2)[CH:26]=1, predict the reactants needed to synthesize it. (3) Given the product [CH:13]1([N:10]2[CH:11]=[CH:12][C:8]([C:5]3[CH:4]=[CH:3][C:2]([F:1])=[CH:7][CH:6]=3)=[N:9]2)[CH2:15][CH2:14]1, predict the reactants needed to synthesize it. The reactants are: [F:1][C:2]1[CH:7]=[CH:6][C:5]([C:8]2[CH:12]=[CH:11][NH:10][N:9]=2)=[CH:4][CH:3]=1.[CH:13]1(B(O)O)[CH2:15][CH2:14]1.N1C=CC=CC=1. (4) Given the product [C:25]([O:24][C@@H:17]1[C@@H:16]([O:28][C:29](=[O:31])[CH3:30])[C@@H:15]([O:32][C:33](=[O:35])[CH3:34])[C@@H:14]([CH2:13][N:10]=[N+:11]=[N-:12])[O:23][C@@H:18]1[O:19][C:20]1[CH:39]=[CH:40][C:41]([N+:42]([O-:44])=[O:43])=[CH:36][CH:21]=1)(=[O:27])[CH3:26], predict the reactants needed to synthesize it. The reactants are: B(F)(F)F.CCOCC.[N:10]([CH2:13][C@H:14]1[O:23][CH:18]([O:19][C:20](=O)[CH3:21])[C@H:17]([O:24][C:25](=[O:27])[CH3:26])[C@@H:16]([O:28][C:29](=[O:31])[CH3:30])[C@H:15]1[O:32][C:33](=[O:35])[CH3:34])=[N+:11]=[N-:12].[CH:36]1[C:41]([N+:42]([O-:44])=[O:43])=[CH:40][CH:39]=C(O)C=1.CCOCC. (5) Given the product [CH2:9]([N:10]([CH2:23][C:24]1[CH:25]=[CH:26][C:45]([O:48][CH2:49][CH:50]([OH:40])[CH2:35][OH:36])=[CH:46][CH:29]=1)[C:11]1[C:12]([CH3:22])=[C:13]([NH:17][S:18]([CH3:21])(=[O:19])=[O:20])[CH:14]=[CH:15][CH:16]=1)[C:8]1[CH:7]=[CH:6][CH:5]=[CH:31][CH:30]=1, predict the reactants needed to synthesize it. The reactants are: C(O[C:5]1[CH:31]=[CH:30][C:8]([CH2:9][N:10]([CH2:23][C:24]2[CH:29]=CC=[CH:26][CH:25]=2)[C:11]2[C:12]([CH3:22])=[C:13]([NH:17][S:18]([CH3:21])(=[O:20])=[O:19])[CH:14]=[CH:15][CH:16]=2)=[CH:7][CH:6]=1)C=C.C[N+]1([O-])CC[O:36][CH2:35]C1.[OH:40]S([O-])=O.[Na+].[C:45]([O:48][CH2:49][CH3:50])(=O)[CH3:46]. (6) Given the product [CH3:31][C:26]1[C:25]([C:12]2[C:13]([C:17]3[CH:18]=[CH:19][C:20]([OH:23])=[CH:21][CH:22]=3)=[N:14][N:15]([CH3:16])[C:11]=2[CH2:10][CH2:9][OH:8])=[C:29]([CH3:30])[O:28][N:27]=1, predict the reactants needed to synthesize it. The reactants are: [Si]([O:8][CH2:9][CH2:10][C:11]1[N:15]([CH3:16])[N:14]=[C:13]([C:17]2[CH:22]=[CH:21][C:20]([O:23]C)=[CH:19][CH:18]=2)[C:12]=1[C:25]1[C:26]([CH3:31])=[N:27][O:28][C:29]=1[CH3:30])(C(C)(C)C)(C)C.B(F)(F)F. (7) Given the product [Br:14][C:15]1[CH:16]=[C:17]2[C:22](=[CH:23][CH:24]=1)[N:21]=[C:20]([NH:25][C:26]([CH3:27])([CH3:28])[CH3:29])[C:19](/[CH:30]=[CH:31]/[C:32]1[CH:37]=[C:36]([C:38]([CH3:41])([CH3:40])[CH3:39])[N:35]=[CH:34][N:33]=1)=[CH:18]2, predict the reactants needed to synthesize it. The reactants are: FC(F)(F)C(OC(=O)C(F)(F)F)=O.[Br:14][C:15]1[CH:16]=[C:17]2[C:22](=[CH:23][CH:24]=1)[N:21]=[C:20]([NH:25][C:26]([CH3:29])([CH3:28])[CH3:27])[C:19]([CH:30](O)[CH2:31][C:32]1[CH:37]=[C:36]([C:38]([CH3:41])([CH3:40])[CH3:39])[N:35]=[CH:34][N:33]=1)=[CH:18]2. (8) Given the product [ClH:12].[Br:13][C:14]1[CH:20]=[CH:19][C:17]([NH:18][C:10]([CH:4]2[CH:5]3[CH2:8][CH2:9][N:2]([CH2:7][CH2:6]3)[CH2:3]2)=[O:11])=[CH:16][CH:15]=1, predict the reactants needed to synthesize it. The reactants are: Cl.[N:2]12[CH2:9][CH2:8][CH:5]([CH2:6][CH2:7]1)[CH:4]([C:10]([Cl:12])=[O:11])[CH2:3]2.[Br:13][C:14]1[CH:20]=[CH:19][C:17]([NH2:18])=[CH:16][CH:15]=1.C(N(CC)C(C)C)(C)C.